Dataset: Full USPTO retrosynthesis dataset with 1.9M reactions from patents (1976-2016). Task: Predict the reactants needed to synthesize the given product. (1) Given the product [C:25]([C:14]1[NH:13][CH:12]=[C:11]([C:15]([O:17][CH2:18][CH3:19])=[O:16])[C:10]=1[C:7]1[CH:8]=[CH:9][C:4]([N+:1]([O-:3])=[O:2])=[CH:5][CH:6]=1)(=[O:26])[NH2:24], predict the reactants needed to synthesize it. The reactants are: [N+:1]([C:4]1[CH:9]=[CH:8][C:7]([C:10]2[C:11]([C:15]([O:17][CH2:18][CH3:19])=[O:16])=[CH:12][NH:13][CH:14]=2)=[CH:6][CH:5]=1)([O-:3])=[O:2].ClS([N:24]=[C:25]=[O:26])(=O)=O. (2) Given the product [F:14][C:15]1[CH:16]=[CH:17][C:18]([N:21]2[C:29]3[CH2:28][CH2:27][CH2:26][N:25]([C:11](=[O:13])[CH2:10][N:3]4[C:4]5=[N:5][CH:6]=[CH:7][CH:8]=[C:9]5[N:1]=[CH:2]4)[C:24]=3[CH:23]=[N:22]2)=[CH:19][CH:20]=1, predict the reactants needed to synthesize it. The reactants are: [N:1]1[C:9]2[C:4](=[N:5][CH:6]=[CH:7][CH:8]=2)[N:3]([CH2:10][C:11]([OH:13])=O)[CH:2]=1.[F:14][C:15]1[CH:20]=[CH:19][C:18]([N:21]2[C:29]3[CH2:28][CH2:27][CH2:26][NH:25][C:24]=3[CH:23]=[N:22]2)=[CH:17][CH:16]=1.C(N(CC)CC)C.CN(C(ON1N=NC2C=CC=NC1=2)=[N+](C)C)C.F[P-](F)(F)(F)(F)F. (3) Given the product [Br:12][C:8]1[N:4]2[CH:5]=[CH:6][N:7]=[C:2]([Cl:1])[C:3]2=[N:10][C:9]=1[CH3:11], predict the reactants needed to synthesize it. The reactants are: [Cl:1][C:2]1[C:3]2[N:4]([CH:8]=[C:9]([CH3:11])[N:10]=2)[CH:5]=[CH:6][N:7]=1.[Br:12]N1C(=O)CCC1=O. (4) Given the product [O:1]1[C:10]2[C:5](=[CH:6][CH:7]=[CH:8][CH:9]=2)[CH:4]([NH2:12])[CH2:3][CH2:2]1, predict the reactants needed to synthesize it. The reactants are: [O:1]1[C:10]2[C:5](=[CH:6][CH:7]=[CH:8][CH:9]=2)[C:4](=O)[CH2:3][CH2:2]1.[NH3:12].C(O)C.[BH4-].[Na+]. (5) The reactants are: [C:1]([O:5][C:6]([N:8]1[CH2:13][CH2:12][C@@H:11]([NH:14][CH3:15])[C@H:10]([C:16]2[CH:21]=[CH:20][C:19]([F:22])=[CH:18][C:17]=2[CH3:23])[CH2:9]1)=[O:7])([CH3:4])([CH3:3])[CH3:2].[F:24][C:25]([F:41])([F:40])[C:26]1[CH:27]=[C:28]([CH2:36][C:37](O)=[O:38])[CH:29]=[C:30]([C:32]([F:35])([F:34])[F:33])[CH:31]=1.O.ON1C2C=CC=CC=2N=N1.Cl.CN(C)CCCN=C=NCC. Given the product [C:1]([O:5][C:6]([N:8]1[CH2:13][CH2:12][C@@H:11]([N:14]([C:37](=[O:38])[CH2:36][C:28]2[CH:29]=[C:30]([C:32]([F:33])([F:34])[F:35])[CH:31]=[C:26]([C:25]([F:40])([F:24])[F:41])[CH:27]=2)[CH3:15])[C@H:10]([C:16]2[CH:21]=[CH:20][C:19]([F:22])=[CH:18][C:17]=2[CH3:23])[CH2:9]1)=[O:7])([CH3:4])([CH3:3])[CH3:2], predict the reactants needed to synthesize it. (6) Given the product [CH3:15][C:12]1[S:13][CH:14]=[C:10]([C:9]#[C:8][C:5]2[CH:6]=[CH:7][C:2]([N:16]3[CH2:21][CH2:20][CH2:19][CH2:18][CH2:17]3)=[N:3][CH:4]=2)[N:11]=1, predict the reactants needed to synthesize it. The reactants are: Cl[C:2]1[CH:7]=[CH:6][C:5]([C:8]#[C:9][C:10]2[N:11]=[C:12]([CH3:15])[S:13][CH:14]=2)=[CH:4][N:3]=1.[NH:16]1[CH2:21][CH2:20][CH2:19][CH2:18][CH2:17]1. (7) Given the product [CH:38]1[CH:39]=[CH:40][C:35]2[N:34]([OH:33])[N:42]=[N:41][C:36]=2[CH:37]=1, predict the reactants needed to synthesize it. The reactants are: C(N(CC)CC)C.C(OC(N1CCC(C(O)=O)CC1)=O)(C)(C)C.[Li+].[Cl-].CN(C([O:33][N:34]1[N:42]=[N:41][C:36]2[CH:37]=[CH:38][CH:39]=[CH:40][C:35]1=2)=[N+](C)C)C.[B-](F)(F)(F)F.C1(CS(N)(=O)=O)C=CC=CC=1.Cl.